Dataset: Full USPTO retrosynthesis dataset with 1.9M reactions from patents (1976-2016). Task: Predict the reactants needed to synthesize the given product. (1) Given the product [C:3]([O:7][C:8](=[O:48])[N:9]([CH2:10][C:11]1[CH:20]=[CH:19][C:14]2[O:15][CH2:16][CH2:17][O:18][C:13]=2[CH:12]=1)[CH:21]1[CH2:22][CH2:23][N:24]([CH2:27][CH2:28][N:29]2[C:38]3[C:33](=[CH:34][CH:35]=[CH:36][CH:37]=3)[C:32]([OH:39])=[CH:31][C:30]2=[O:47])[CH2:25][CH2:26]1)([CH3:6])([CH3:4])[CH3:5], predict the reactants needed to synthesize it. The reactants are: CO.[C:3]([O:7][C:8](=[O:48])[N:9]([CH:21]1[CH2:26][CH2:25][N:24]([CH2:27][CH2:28][N:29]2[C:38]3[C:33](=[CH:34][CH:35]=[CH:36][CH:37]=3)[C:32]([O:39]CC3C=CC=CC=3)=[CH:31][C:30]2=[O:47])[CH2:23][CH2:22]1)[CH2:10][C:11]1[CH:20]=[CH:19][C:14]2[O:15][CH2:16][CH2:17][O:18][C:13]=2[CH:12]=1)([CH3:6])([CH3:5])[CH3:4]. (2) Given the product [CH2:3]([O:5][C:6]([C@H:8]1[CH2:13][CH2:12][C@H:11]([NH2:14])[CH2:10][CH2:9]1)=[O:7])[CH:4]=[CH2:15], predict the reactants needed to synthesize it. The reactants are: Cl.Cl.[CH2:3]([O:5][C:6]([C@H:8]1[CH2:13][CH2:12][C@H:11]([NH2:14])[CH2:10][CH2:9]1)=[O:7])[CH3:4].[C:15](=O)([O-])[O-].[K+].[K+]. (3) Given the product [CH2:1]([O:4][C:5]1[CH:14]=[C:13]2[C:8]([C:9](=[O:17])[CH2:10][C:11]([CH3:15])([CH3:16])[O:12]2)=[C:7]([O:18][CH3:19])[CH:6]=1)[CH:2]=[CH2:3], predict the reactants needed to synthesize it. The reactants are: [CH2:1]([O:4][C:5]1[CH:14]=[C:13]2[C:8]([C:9](=[O:17])[CH2:10][C:11]([CH3:16])([CH3:15])[O:12]2)=[C:7]([OH:18])[CH:6]=1)[CH:2]=[CH2:3].[C:19](=O)([O-])[O-].[K+].[K+].IC. (4) Given the product [CH2:14]([O:16][C:15]([C:14]1[C:8]2[O:7][B:6]([OH:18])[C@@H:5]([NH:4][C:1](=[O:3])[CH3:2])[CH2:10][C:9]=2[CH:11]=[CH:12][CH:13]=1)=[O:17])[CH2:8][CH2:9][CH3:10], predict the reactants needed to synthesize it. The reactants are: [C:1]([NH:4][CH:5]1[CH2:10][C:9]2[CH:11]=[CH:12][CH:13]=[C:14]([C:15]([OH:17])=[O:16])[C:8]=2[O:7][B:6]1[OH:18])(=[O:3])[CH3:2]. (5) Given the product [CH3:26][S:21]([C:6]1[N:2]([CH3:1])[C:3]([C:9]2[CH:14]=[CH:13][N:12]=[CH:11][CH:10]=2)=[N:4][N:5]=1)(=[O:24])=[O:22], predict the reactants needed to synthesize it. The reactants are: [CH3:1][N:2]1[C:6](SC)=[N:5][N:4]=[C:3]1[C:9]1[CH:14]=[CH:13][N:12]=[CH:11][CH:10]=1.[O-][Mn](=O)(=O)=O.[K+].[S:21]([O-:24])(O)=[O:22].[Na+].[C:26](O)(=O)C. (6) Given the product [C:18]([C:15]1[CH:16]=[CH:17][C:12]([N:9]2[CH2:8][CH2:7][CH:6]([C:4]([OH:5])=[O:3])[CH2:11][CH2:10]2)=[N:13][CH:14]=1)(=[O:20])[CH3:19], predict the reactants needed to synthesize it. The reactants are: C([O:3][C:4]([CH:6]1[CH2:11][CH2:10][N:9]([C:12]2[CH:17]=[CH:16][C:15]([C:18](=[O:20])[CH3:19])=[CH:14][N:13]=2)[CH2:8][CH2:7]1)=[O:5])C.O[Li].O.